From a dataset of Merck oncology drug combination screen with 23,052 pairs across 39 cell lines. Regression. Given two drug SMILES strings and cell line genomic features, predict the synergy score measuring deviation from expected non-interaction effect. (1) Drug 1: CCC1=CC2CN(C1)Cc1c([nH]c3ccccc13)C(C(=O)OC)(c1cc3c(cc1OC)N(C)C1C(O)(C(=O)OC)C(OC(C)=O)C4(CC)C=CCN5CCC31C54)C2. Drug 2: Cc1nc(Nc2ncc(C(=O)Nc3c(C)cccc3Cl)s2)cc(N2CCN(CCO)CC2)n1. Cell line: SKOV3. Synergy scores: synergy=25.1. (2) Drug 1: C#Cc1cccc(Nc2ncnc3cc(OCCOC)c(OCCOC)cc23)c1. Drug 2: CCc1c2c(nc3ccc(O)cc13)-c1cc3c(c(=O)n1C2)COC(=O)C3(O)CC. Cell line: A427. Synergy scores: synergy=3.61. (3) Drug 1: CN1C(=O)C=CC2(C)C3CCC4(C)C(NC(=O)OCC(F)(F)F)CCC4C3CCC12. Drug 2: NC1(c2ccc(-c3nc4ccn5c(=O)[nH]nc5c4cc3-c3ccccc3)cc2)CCC1. Cell line: SKOV3. Synergy scores: synergy=20.9. (4) Drug 1: NC1(c2ccc(-c3nc4ccn5c(=O)[nH]nc5c4cc3-c3ccccc3)cc2)CCC1. Drug 2: CNC(=O)c1cc(Oc2ccc(NC(=O)Nc3ccc(Cl)c(C(F)(F)F)c3)cc2)ccn1. Cell line: VCAP. Synergy scores: synergy=4.34. (5) Drug 1: N#Cc1ccc(Cn2cncc2CN2CCN(c3cccc(Cl)c3)C(=O)C2)cc1. Drug 2: COc1cc(C2c3cc4c(cc3C(OC3OC5COC(C)OC5C(O)C3O)C3COC(=O)C23)OCO4)cc(OC)c1O. Cell line: A2780. Synergy scores: synergy=7.99. (6) Drug 1: CN(Cc1cnc2nc(N)nc(N)c2n1)c1ccc(C(=O)NC(CCC(=O)O)C(=O)O)cc1. Drug 2: NC(=O)c1cccc2cn(-c3ccc(C4CCCNC4)cc3)nc12. Cell line: HT29. Synergy scores: synergy=-2.46. (7) Drug 1: O=C(CCCCCCC(=O)Nc1ccccc1)NO. Drug 2: NC(=O)c1cccc2cn(-c3ccc(C4CCCNC4)cc3)nc12. Cell line: COLO320DM. Synergy scores: synergy=1.28. (8) Drug 1: O=P1(N(CCCl)CCCl)NCCCO1. Drug 2: C=CCn1c(=O)c2cnc(Nc3ccc(N4CCN(C)CC4)cc3)nc2n1-c1cccc(C(C)(C)O)n1. Cell line: NCIH460. Synergy scores: synergy=0.639.